Dataset: Catalyst prediction with 721,799 reactions and 888 catalyst types from USPTO. Task: Predict which catalyst facilitates the given reaction. (1) Reactant: [NH2:1][C:2]1[CH:3]=[C:4]2[C:20](=[O:21])[NH:19][N:18]=[CH:17][C:6]3=[C:7]([C:11]4[CH:16]=[CH:15][CH:14]=[CH:13][CH:12]=4)[NH:8][C:9]([CH:10]=1)=[C:5]23.OC1C=CC(CC(O)=O)=CC=1.C(N(CC)CC)C.F[P-](F)(F)(F)(F)F.N1(OC(N(C)C)=[N+](C)C)C2N=CC=CC=2N=N1.[CH3:64][C:65]([O:68][C:69]([NH:71][C@H:72]([C:76]1[CH:81]=[CH:80][C:79]([OH:82])=[CH:78][CH:77]=1)[C:73](O)=[O:74])=[O:70])([CH3:67])[CH3:66]. Product: [OH:82][C:79]1[CH:80]=[CH:81][C:76]([C@@H:72]([NH:71][C:69](=[O:70])[O:68][C:65]([CH3:66])([CH3:64])[CH3:67])[C:73](=[O:74])[NH:1][C:2]2[CH:3]=[C:4]3[C:20](=[O:21])[NH:19][N:18]=[CH:17][C:6]4=[C:7]([C:11]5[CH:12]=[CH:13][CH:14]=[CH:15][CH:16]=5)[NH:8][C:9]([CH:10]=2)=[C:5]34)=[CH:77][CH:78]=1. The catalyst class is: 306. (2) Reactant: [OH:1][C:2]1[CH:7]=[C:6]([CH3:8])[O:5][C:4](=[O:9])[CH:3]=1.[C:10](OC(=O)C)(=[O:12])[CH3:11].S(=O)(=O)(O)O.C(OCC)(=O)C.CCCCCCC. Product: [C:10]([O:1][C:2]1[CH:7]=[C:6]([CH3:8])[O:5][C:4](=[O:9])[CH:3]=1)(=[O:12])[CH3:11]. The catalyst class is: 11. (3) The catalyst class is: 10. Reactant: F[B-](F)(F)F.[CH3:6][O+](C)C.[OH:10][C:11]1[CH:20]=[CH:19][C:18]2[CH:17]([C:21]([O:23][CH2:24][CH3:25])=[O:22])[N:16]([C:26]([O:28][C:29]([CH3:32])([CH3:31])[CH3:30])=[O:27])[CH2:15][CH2:14][C:13]=2[N:12]=1.C(=O)([O-])O.[Na+]. Product: [CH3:6][O:10][C:11]1[CH:20]=[CH:19][C:18]2[CH:17]([C:21]([O:23][CH2:24][CH3:25])=[O:22])[N:16]([C:26]([O:28][C:29]([CH3:31])([CH3:30])[CH3:32])=[O:27])[CH2:15][CH2:14][C:13]=2[N:12]=1. (4) Reactant: [CH3:1][C:2]1([CH3:16])[C:6]([CH3:8])([CH3:7])[O:5][B:4]([C:9]2[CH:10]=[C:11]([CH:13]=[CH:14][CH:15]=2)[NH2:12])[O:3]1.[CH:17]1[CH:22]=[C:21]2[C:23]([N:25]([CH2:28][C:29](O)=[O:30])[C:26](=[O:27])[C:20]2=[CH:19][CH:18]=1)=[O:24].C1C=CC2N(O)N=NC=2C=1. Product: [O:24]=[C:23]1[C:21]2[C:20](=[CH:19][CH:18]=[CH:17][CH:22]=2)[C:26](=[O:27])[N:25]1[CH2:28][C:29]([NH:12][C:11]1[CH:13]=[CH:14][CH:15]=[C:9]([B:4]2[O:3][C:2]([CH3:16])([CH3:1])[C:6]([CH3:7])([CH3:8])[O:5]2)[CH:10]=1)=[O:30]. The catalyst class is: 3. (5) Reactant: [H-].[Na+].[O:3]=[C:4]([CH2:12][C:13]1[CH:18]=[CH:17][CH:16]=[CH:15][CH:14]=1)[CH2:5]P(=O)(OC)OC.[CH3:19][O:20][C:21](=[O:37])[CH2:22][O:23][CH2:24]/[CH:25]=[CH:26]\[CH2:27][N:28]1[C:33](=[O:34])[CH2:32][CH2:31][CH2:30][C@@H:29]1[CH:35]=O. Product: [CH3:19][O:20][C:21](=[O:37])[CH2:22][O:23][CH2:24]/[CH:25]=[CH:26]\[CH2:27][N:28]1[C@@H:29](/[CH:35]=[CH:5]/[C:4](=[O:3])[CH2:12][C:13]2[CH:14]=[CH:15][CH:16]=[CH:17][CH:18]=2)[CH2:30][CH2:31][CH2:32][C:33]1=[O:34]. The catalyst class is: 1. (6) Reactant: [CH3:1][O:2][C:3]1[CH:4]=[C:5]([CH:9]=[CH:10][C:11]=1[N+:12]([O-:14])=[O:13])[C:6]([OH:8])=O.[CH3:15][N:16]1[CH2:21][CH2:20][NH:19][CH2:18][CH2:17]1.O. Product: [CH3:1][O:2][C:3]1[CH:4]=[C:5]([C:6]([N:19]2[CH2:20][CH2:21][N:16]([CH3:15])[CH2:17][CH2:18]2)=[O:8])[CH:9]=[CH:10][C:11]=1[N+:12]([O-:14])=[O:13]. The catalyst class is: 309. (7) Reactant: [H-].[Na+].C(O[C:6](=[O:22])[CH2:7][N:8]=[C:9]([C:16]1[CH:21]=[CH:20][CH:19]=[CH:18][CH:17]=1)[C:10]1[CH:15]=[CH:14][CH:13]=[CH:12][CH:11]=1)C.Br.[NH2:24][C:25]1[C:30]([CH2:31]Br)=[CH:29][C:28]([Br:33])=[CH:27][N:26]=1. Product: [C:9](=[N:8][CH:7]1[CH2:31][C:30]2[C:25](=[N:26][CH:27]=[C:28]([Br:33])[CH:29]=2)[NH:24][C:6]1=[O:22])([C:10]1[CH:11]=[CH:12][CH:13]=[CH:14][CH:15]=1)[C:16]1[CH:17]=[CH:18][CH:19]=[CH:20][CH:21]=1. The catalyst class is: 3.